This data is from Full USPTO retrosynthesis dataset with 1.9M reactions from patents (1976-2016). The task is: Predict the reactants needed to synthesize the given product. (1) Given the product [ClH:37].[ClH:37].[NH2:8][CH2:9][CH2:10][CH2:11][C@@H:12]([CH2:23][C:24]1[N:25]=[CH:26][N:27]2[C:36]3[C:31](=[CH:32][CH:33]=[CH:34][CH:35]=3)[CH2:30][CH2:29][C:28]=12)[C:13]([O:15][CH2:16][CH2:17][CH2:18][CH2:19][CH2:20][CH2:21][CH3:22])=[O:14], predict the reactants needed to synthesize it. The reactants are: C(OC([NH:8][CH2:9][CH2:10][CH2:11][C@@H:12]([CH2:23][C:24]1[N:25]=[CH:26][N:27]2[C:36]3[C:31](=[CH:32][CH:33]=[CH:34][CH:35]=3)[CH2:30][CH2:29][C:28]=12)[C:13]([O:15][CH2:16][CH2:17][CH2:18][CH2:19][CH2:20][CH2:21][CH3:22])=[O:14])=O)(C)(C)C.[ClH:37]. (2) Given the product [C:13]([NH:12][C:4]1[C:9]2[CH:10]=[CH:11][N:12]([C:13]([C:15]3[C:16]([Cl:25])=[CH:17][C:18]([C:19]([NH:35][CH2:34][CH2:33][CH2:32][N:26]4[CH2:31][CH2:30][O:29][CH2:28][CH2:27]4)=[O:21])=[CH:22][C:23]=3[Cl:24])=[O:14])[C:8]=2[CH:7]=[CH:6][N:5]=1)(=[O:14])[CH3:15], predict the reactants needed to synthesize it. The reactants are: C([C:4]1[C:9]2[CH:10]=[CH:11][N:12]([C:13]([C:15]3[C:23]([Cl:24])=[CH:22][C:18]([C:19]([OH:21])=O)=[CH:17][C:16]=3[Cl:25])=[O:14])[C:8]=2[CH:7]=[CH:6][N:5]=1)(=O)C.[N:26]1([CH2:32][CH2:33][CH2:34][NH2:35])[CH2:31][CH2:30][O:29][CH2:28][CH2:27]1. (3) Given the product [CH3:32][N:33]1[C:5](=[O:4])[CH:6]=[C:7]([C:9]2[CH:14]=[CH:13][N:12]=[CH:11][CH:10]=2)[N:8]=[C:36]1[S:26][CH3:25], predict the reactants needed to synthesize it. The reactants are: C([O:4][CH2:5][CH3:6])(=O)C.[C:7]([C:9]1[CH:14]=[CH:13][N:12]=[CH:11][CH:10]=1)#[N:8].C[Si]([N-][Si](C)(C)C)(C)C.[K+].[CH3:25][S:26]N=C=O.IC.[CH3:32][N:33]([CH3:36])C=O. (4) Given the product [Cl:1][C:2]1[CH:10]=[C:9]2[C:5](/[C:6](=[CH:12]/[C:13]3[CH:14]=[N:15][CH:16]=[CH:17][CH:18]=3)/[C:7](=[O:11])[NH:8]2)=[CH:4][CH:3]=1, predict the reactants needed to synthesize it. The reactants are: [Cl:1][C:2]1[CH:10]=[C:9]2[C:5]([CH2:6][C:7](=[O:11])[NH:8]2)=[CH:4][CH:3]=1.[CH:12](=O)[C:13]1[CH:18]=[CH:17][CH:16]=[N:15][CH:14]=1.N1CCCCC1.